Task: Predict the product of the given reaction.. Dataset: Forward reaction prediction with 1.9M reactions from USPTO patents (1976-2016) (1) Given the reactants [NH2:1][C:2]1[N:3]=[C:4](O)[C:5]2[CH2:10][N:9]([C:11]([O:13][CH2:14][CH3:15])=[O:12])[CH2:8][C:6]=2[N:7]=1.C1(C)C=CC=CC=1.O=P(Cl)(Cl)[Cl:26], predict the reaction product. The product is: [NH2:1][C:2]1[N:3]=[C:4]([Cl:26])[C:5]2[CH2:10][N:9]([C:11]([O:13][CH2:14][CH3:15])=[O:12])[CH2:8][C:6]=2[N:7]=1. (2) Given the reactants Br[CH:2]([C:23]1[CH:28]=[CH:27][CH:26]=[CH:25][CH:24]=1)[C:3]([C:5]1[CH:10]=[CH:9][C:8]([C:11]2([NH:15][C:16](=[O:22])[O:17][C:18]([CH3:21])([CH3:20])[CH3:19])[CH2:14][CH2:13][CH2:12]2)=[CH:7][CH:6]=1)=O.[CH2:29]([O:31][C:32]1[N:37]=[N:36][C:35]([NH2:38])=[C:34]([CH3:39])[C:33]=1[CH3:40])[CH3:30].C(N(CC)C(C)C)(C)C, predict the reaction product. The product is: [CH2:29]([O:31][C:32]1[C:33]([CH3:40])=[C:34]([CH3:39])[C:35]2[N:36]([C:2]([C:23]3[CH:24]=[CH:25][CH:26]=[CH:27][CH:28]=3)=[C:3]([C:5]3[CH:10]=[CH:9][C:8]([C:11]4([NH:15][C:16](=[O:22])[O:17][C:18]([CH3:20])([CH3:19])[CH3:21])[CH2:12][CH2:13][CH2:14]4)=[CH:7][CH:6]=3)[N:38]=2)[N:37]=1)[CH3:30]. (3) Given the reactants N1C=CN=C1.[Si:6](Cl)([C:9]([CH3:12])([CH3:11])[CH3:10])([CH3:8])[CH3:7].CN(C)C=O.[OH:19][C@H:20]1[CH2:24][CH2:23][NH:22][C:21]1=[O:25], predict the reaction product. The product is: [Si:6]([O:19][C@H:20]1[CH2:24][CH2:23][NH:22][C:21]1=[O:25])([C:9]([CH3:12])([CH3:11])[CH3:10])([CH3:8])[CH3:7]. (4) Given the reactants [N:1]12[CH2:9][CH2:8][CH:5]([CH2:6][CH2:7]1)[N:4]([C:10]1[CH:11]=[C:12]([C:17]([N+:20]([O-])=O)=[CH:18][N:19]=1)[C:13]([NH:15][CH3:16])=[O:14])[CH2:3][CH2:2]2.[H][H], predict the reaction product. The product is: [NH2:20][C:17]1[C:12]([C:13]([NH:15][CH3:16])=[O:14])=[CH:11][C:10]([N:4]2[CH:5]3[CH2:6][CH2:7][N:1]([CH2:9][CH2:8]3)[CH2:2][CH2:3]2)=[N:19][CH:18]=1. (5) The product is: [F:18][C:19]1[CH:25]=[CH:24][C:22]([NH:23][C:13](=[O:15])[CH:12]=[N:9][OH:10])=[CH:21][C:20]=1[O:26][CH3:27]. Given the reactants S([O-])([O-])(=O)=O.[Na+].[Na+].[Cl-].[NH2:9][OH:10].Cl[C:12](Cl)(Cl)[CH:13]([OH:15])O.[F:18][C:19]1[CH:25]=[CH:24][C:22]([NH2:23])=[CH:21][C:20]=1[O:26][CH3:27], predict the reaction product. (6) Given the reactants [NH2:1][C:2]1[CH:3]=[C:4]2[C:25](=[CH:26][CH:27]=1)[CH2:24][C@:6]1([C:14]3[C:9](=[N:10][CH:11]=[CH:12][CH:13]=3)[N:8](C[O:16]CC[Si](C)(C)C)[C:7]1=[O:23])[CH2:5]2.C(N(CC)CC)C.Br[CH2:36][C:37](Br)=[O:38].Cl.Cl.[NH2:42][C@H:43]([C:56]1[CH:61]=[CH:60][CH:59]=[CH:58][CH:57]=1)[CH2:44][CH2:45][NH:46][C:47]1([C:52]([O:54][CH3:55])=[O:53])[CH2:51][CH2:50][CH2:49][CH2:48]1, predict the reaction product. The product is: [NH4+:1].[OH-:16].[O:38]=[C:37]([NH:1][C:2]1[CH:3]=[C:4]2[C:25](=[CH:26][CH:27]=1)[CH2:24][C@:6]1([C:14]3[C:9](=[N:10][CH:11]=[CH:12][CH:13]=3)[NH:8][C:7]1=[O:23])[CH2:5]2)[CH2:36][NH:42][C@H:43]([C:56]1[CH:57]=[CH:58][CH:59]=[CH:60][CH:61]=1)[CH2:44][CH2:45][NH:46][C:47]1([C:52]([O:54][CH3:55])=[O:53])[CH2:51][CH2:50][CH2:49][CH2:48]1. (7) The product is: [CH:37]1[C:36]2[CH:35]([CH2:34][O:5][C:6]([N:8]3[C:19]4[C:11](=[C:12]5[C:16](=[CH:17][CH:18]=4)[NH:15][CH:14]([C:20]([OH:22])=[O:21])[CH2:13]5)[CH:10]=[CH:9]3)=[O:7])[C:47]3[C:42](=[CH:43][CH:44]=[CH:45][CH:46]=3)[C:41]=2[CH:40]=[CH:39][CH:38]=1. Given the reactants C([O:5][C:6]([N:8]1[C:19]2[C:11](=[C:12]3[C:16](=[CH:17][CH:18]=2)[NH:15][CH:14]([C:20]([OH:22])=[O:21])[CH2:13]3)[CH:10]=[CH:9]1)=[O:7])(C)(C)C.C(O)(C(F)(F)F)=O.ClC(O[CH2:34][CH:35]1[C:47]2[CH:46]=[CH:45][CH:44]=[CH:43][C:42]=2[C:41]2[C:36]1=[CH:37][CH:38]=[CH:39][CH:40]=2)=O, predict the reaction product. (8) Given the reactants Br[CH2:2][C:3]1[C:4]([Cl:12])=[C:5]([CH:9]=[CH:10][CH:11]=1)[C:6]([OH:8])=[O:7].[C-:13]#[N:14].[K+].Cl.C#N, predict the reaction product. The product is: [Cl:12][C:4]1[C:3]([CH2:2][C:13]#[N:14])=[CH:11][CH:10]=[CH:9][C:5]=1[C:6]([OH:8])=[O:7]. (9) The product is: [CH2:1]([O:8][C@H:9]([C@@H:29]([C@H:38]([CH2:51][O:52][CH2:53][C:54]1[CH:55]=[CH:56][CH:57]=[CH:58][CH:59]=1)[OH:39])[O:30][CH2:31][C:32]1[CH:33]=[CH:34][CH:35]=[CH:36][CH:37]=1)[CH2:10][OH:11])[C:2]1[CH:7]=[CH:6][CH:5]=[CH:4][CH:3]=1. Given the reactants [CH2:1]([O:8][C@H:9]([C@@H:29]([C@H:38]([CH2:51][O:52][CH2:53][C:54]1[CH:59]=[CH:58][CH:57]=[CH:56][CH:55]=1)[O:39]C(=O)C1C=CC([N+]([O-])=O)=CC=1)[O:30][CH2:31][C:32]1[CH:37]=[CH:36][CH:35]=[CH:34][CH:33]=1)[CH2:10][O:11][Si](C(C)(C)C)(C1C=CC=CC=1)C1C=CC=CC=1)[C:2]1[CH:7]=[CH:6][CH:5]=[CH:4][CH:3]=1.C[O-].[Na+].C(N(CC)CC)C.F.F.F.C(N(CC)CC)C, predict the reaction product. (10) Given the reactants [C:1]([N:4]1[C:12]2[C:7](=[CH:8][C:9]([C:13](=[O:15])[CH3:14])=[CH:10][CH:11]=2)[CH2:6][C:5]1=[O:16])(=[O:3])[CH3:2].[CH3:17][O:18][C:19]1[CH:27]=[CH:26][CH:25]=[CH:24][C:20]=1[C:21](O)=[O:22], predict the reaction product. The product is: [C:1]([N:4]1[C:12]2[C:7](=[CH:8][C:9]([C:13](=[O:15])[CH3:14])=[CH:10][CH:11]=2)[C:6](=[C:21]([C:20]2[CH:24]=[CH:25][CH:26]=[CH:27][C:19]=2[O:18][CH3:17])[OH:22])[C:5]1=[O:16])(=[O:3])[CH3:2].